Dataset: Catalyst prediction with 721,799 reactions and 888 catalyst types from USPTO. Task: Predict which catalyst facilitates the given reaction. (1) Reactant: [F:1][C:2]1[C:7]2[CH2:8][CH2:9][C:10]3[CH:15]=[CH:14][N:13]=[CH:12][C:11]=3[CH:16]([N:17]=[C:18]=[S:19])[C:6]=2[CH:5]=[CH:4][CH:3]=1.[CH3:20][O:21][C:22](=[O:34])[NH:23][CH2:24][C:25]1[CH:26]=[N:27][C:28]([NH:32][NH2:33])=[C:29]([Cl:31])[CH:30]=1. Product: [Cl:31][C:29]1[CH:30]=[C:25]([CH2:24][NH:23][C:22](=[O:34])[O:21][CH3:20])[CH:26]=[N:27][C:28]=1[NH:32][NH:33][C:18]([NH:17][CH:16]1[C:11]2[CH:12]=[N:13][CH:14]=[CH:15][C:10]=2[CH2:9][CH2:8][C:7]2[C:2]([F:1])=[CH:3][CH:4]=[CH:5][C:6]1=2)=[S:19]. The catalyst class is: 3. (2) Reactant: [CH3:1][CH:2]1[C:6]2([CH2:11][C:10]([CH3:13])([CH3:12])[CH2:9][C:8]([CH3:15])([CH3:14])[CH2:7]2)[C:5](=[CH2:16])[C:4](=[O:17])[CH2:3]1.ClC1C=CC=C(C(OO)=[O:26])C=1. Product: [CH3:13][C:10]1([CH3:12])[CH2:9][C:8]([CH3:15])([CH3:14])[CH2:7][C:6]2([C@@H:2]([CH3:1])[CH2:3][C:4](=[O:17])[C@:5]32[O:26][CH2:16]3)[CH2:11]1. The catalyst class is: 2.